This data is from Forward reaction prediction with 1.9M reactions from USPTO patents (1976-2016). The task is: Predict the product of the given reaction. Given the reactants O1[C:5]2([CH2:10][CH2:9][CH:8]([CH:11]([N:14]([CH3:16])[CH3:15])[CH2:12][CH3:13])[CH2:7][CH2:6]2)[O:4]CC1.Cl, predict the reaction product. The product is: [CH3:16][N:14]([CH3:15])[CH:11]([CH:8]1[CH2:9][CH2:10][C:5](=[O:4])[CH2:6][CH2:7]1)[CH2:12][CH3:13].